Dataset: Forward reaction prediction with 1.9M reactions from USPTO patents (1976-2016). Task: Predict the product of the given reaction. Given the reactants [CH2:1]([O:3][C:4]([C:6]1[C:15](=[O:16])[C:14]2[C:9](=[C:10]([CH3:18])[N:11]=[C:12]([CH3:17])[CH:13]=2)[N:8]([C:19]([O:21][CH2:22][C:23]2[CH:28]=[CH:27][CH:26]=[CH:25][CH:24]=2)=[O:20])[CH:7]=1)=[O:5])C.[CH2:29]([Mg]Br)[CH3:30], predict the reaction product. The product is: [CH3:1][O:3][C:4]([CH:6]1[C:15](=[O:16])[C:14]2[C:9](=[C:10]([CH3:18])[N:11]=[C:12]([CH3:17])[CH:13]=2)[N:8]([C:19]([O:21][CH2:22][C:23]2[CH:28]=[CH:27][CH:26]=[CH:25][CH:24]=2)=[O:20])[CH:7]1[CH2:29][CH3:30])=[O:5].